Dataset: Forward reaction prediction with 1.9M reactions from USPTO patents (1976-2016). Task: Predict the product of the given reaction. (1) Given the reactants [CH2:1]([O:3][C:4](=[O:25])[C:5]1[CH:10]=[CH:9][C:8]([O:11][CH2:12][CH2:13][C:14]2[CH:15]=[C:16]([CH3:20])[CH:17]=[CH:18][CH:19]=2)=[C:7]([O:21][C:22](=O)C)[CH:6]=1)C.CC(C)([O-])C.[K+].C(=O)([O-])[O-].[K+].[K+].IC, predict the reaction product. The product is: [CH3:1][O:3][C:4](=[O:25])[C:5]1[CH:10]=[CH:9][C:8]([O:11][CH2:12][CH2:13][C:14]2[CH:15]=[C:16]([CH3:20])[CH:17]=[CH:18][CH:19]=2)=[C:7]([O:21][CH3:22])[CH:6]=1. (2) Given the reactants N#N.Cl[CH2:4][C:5]1[O:6][CH:7]=[C:8]([C:10]([OH:13])([CH3:12])[CH3:11])[N:9]=1.[N+:14]([C:17]1[CH:21]=[N:20][NH:19][N:18]=1)([O-:16])=[O:15].CCN(C(C)C)C(C)C, predict the reaction product. The product is: [N+:14]([C:17]1[CH:21]=[N:20][N:19]([CH2:4][C:5]2[O:6][CH:7]=[C:8]([C:10]([OH:13])([CH3:12])[CH3:11])[N:9]=2)[N:18]=1)([O-:16])=[O:15]. (3) Given the reactants [C:1]([O:5][C:6](=[O:19])[NH:7][CH2:8][CH2:9][C@H:10]([N:12]1[CH2:17][CH2:16][C:15](=O)[CH2:14][CH2:13]1)[CH3:11])([CH3:4])([CH3:3])[CH3:2].[Cl:20][C:21]1[CH:22]=[C:23]([CH:26]=[CH:27][CH:28]=1)[CH2:24][NH2:25].[BH-](OC(C)=O)(OC(C)=O)OC(C)=O.[Na+], predict the reaction product. The product is: [C:1]([O:5][C:6](=[O:19])[NH:7][CH2:8][CH2:9][C@H:10]([N:12]1[CH2:17][CH2:16][CH:15]([NH:25][CH2:24][C:23]2[CH:26]=[CH:27][CH:28]=[C:21]([Cl:20])[CH:22]=2)[CH2:14][CH2:13]1)[CH3:11])([CH3:4])([CH3:3])[CH3:2]. (4) Given the reactants Cl.[CH2:2]([C:4]1([C:13]2NC=N[CH:14]=2)[CH2:12][C:11]2[C:6](=[CH:7][CH:8]=[CH:9][CH:10]=2)[CH2:5]1)[CH3:3].CC(=[O:23])CC=C, predict the reaction product. The product is: [CH:13]([C:4]1([C:2](=[O:23])[CH3:3])[CH2:12][C:11]2[C:6](=[CH:7][CH:8]=[CH:9][CH:10]=2)[CH2:5]1)=[CH2:14].